Dataset: Reaction yield outcomes from USPTO patents with 853,638 reactions. Task: Predict the reaction yield, written as a fraction of the theoretical maximum amount of product (1.0 means a 100% yield; for example, 0.34 means a 34% yield). (1) The reactants are [CH3:1][CH2:2][Mg+].[Br-].C1COCC1.[Cl:10][C:11]1[CH:16]=[CH:15][C:14]([CH:17]([CH2:22][C:23]#[N:24])[C:18]([O:20]C)=O)=[CH:13][CH:12]=1.O. The catalyst is CCOCC.C(Cl)Cl. The product is [Cl:10][C:11]1[CH:12]=[CH:13][C:14]([CH:17]2[CH2:22][C:23]3([CH2:2][CH2:1]3)[NH:24][C:18]2=[O:20])=[CH:15][CH:16]=1. The yield is 0.370. (2) The reactants are [O:1]1[C:5]2[CH:6]=[CH:7][CH:8]=[CH:9][C:4]=2[N:3]=[C:2]1[CH:10]([OH:34])[C@@H:11]([NH:15][C:16](=[O:33])[C@@H:17]([NH:26][CH:27]1[CH2:32][CH2:31][O:30][CH2:29][CH2:28]1)[CH2:18][S:19]([CH2:22][CH:23]1[CH2:25][CH2:24]1)(=[O:21])=[O:20])[CH2:12][CH2:13][CH3:14].C(=O)(O)[O-].[Na+].S([O-])([O-])(=O)=S.[Na+].[Na+]. The catalyst is ClCCl. The product is [O:1]1[C:5]2[CH:6]=[CH:7][CH:8]=[CH:9][C:4]=2[N:3]=[C:2]1[C:10]([C@@H:11]([NH:15][C:16](=[O:33])[C@@H:17]([NH:26][CH:27]1[CH2:28][CH2:29][O:30][CH2:31][CH2:32]1)[CH2:18][S:19]([CH2:22][CH:23]1[CH2:24][CH2:25]1)(=[O:21])=[O:20])[CH2:12][CH2:13][CH3:14])=[O:34]. The yield is 0.270.